From a dataset of Catalyst prediction with 721,799 reactions and 888 catalyst types from USPTO. Predict which catalyst facilitates the given reaction. (1) Reactant: [F:1][C:2]1[CH:7]=[CH:6][C:5]([O:8][CH3:9])=[CH:4][C:3]=1[C:10]1[CH:11]=[CH:12][C:13]([OH:21])=[N:14][C:15]=1[CH2:16][C:17]([CH3:20])([CH3:19])[CH3:18].[CH:22]1([CH:25]([C:32]2[CH:37]=[CH:36][N:35]=[C:34]([CH2:38]O)[CH:33]=2)[CH2:26][C:27]([O:29][CH2:30][CH3:31])=[O:28])[CH2:24][CH2:23]1.N(C(N1CCCCC1)=O)=NC(N1CCCCC1)=O.C(P(CCCC)CCCC)CCC. Product: [CH:22]1([CH:25]([C:32]2[CH:37]=[CH:36][N:35]=[C:34]([CH2:38][O:21][C:13]3[CH:12]=[CH:11][C:10]([C:3]4[CH:4]=[C:5]([O:8][CH3:9])[CH:6]=[CH:7][C:2]=4[F:1])=[C:15]([CH2:16][C:17]([CH3:18])([CH3:20])[CH3:19])[N:14]=3)[CH:33]=2)[CH2:26][C:27]([O:29][CH2:30][CH3:31])=[O:28])[CH2:24][CH2:23]1. The catalyst class is: 1. (2) Reactant: [Cl:1][C:2]1[CH:7]=[C:6]([Cl:8])[CH:5]=[CH:4][C:3]=1[C:9]1[O:13][C:12]([SH:14])=[N:11][N:10]=1.C(=O)([O-])[O-].[K+].[K+].Br[CH2:22][CH2:23][CH2:24][CH2:25][C:26]([O:28][CH3:29])=[O:27].O. Product: [Cl:1][C:2]1[CH:7]=[C:6]([Cl:8])[CH:5]=[CH:4][C:3]=1[C:9]1[O:13][C:12]([S:14][CH2:22][CH2:23][CH2:24][CH2:25][C:26]([O:28][CH3:29])=[O:27])=[N:11][N:10]=1. The catalyst class is: 21.